Dataset: Rat liver microsome stability data. Task: Regression/Classification. Given a drug SMILES string, predict its absorption, distribution, metabolism, or excretion properties. Task type varies by dataset: regression for continuous measurements (e.g., permeability, clearance, half-life) or binary classification for categorical outcomes (e.g., BBB penetration, CYP inhibition). Dataset: rlm. (1) The molecule is CS(=O)(=O)N1CCC(Cn2ccc3c(N4CCOCC4)nc(-c4cccc5[nH]ccc45)cc32)CC1. The result is 1 (stable in rat liver microsomes). (2) The molecule is Cc1nc2c(F)cc(-c3nc(Nc4ccc5c(n4)CCN(CCN(C)C)C5)ncc3F)cc2n1C(C)C. The result is 0 (unstable in rat liver microsomes). (3) The compound is CC(=O)N1CCN(c2c(C(=O)N3CCN(C(=O)C4CC4)CC3)cnc3ccc(F)cc23)CC1. The result is 0 (unstable in rat liver microsomes). (4) The molecule is CC#C[C@@H](Cc1nn[nH]n1)c1ccc(OCc2ccc3scc(-c4cc(OCCOC)ccc4C)c3c2)cc1. The result is 1 (stable in rat liver microsomes). (5) The compound is Brc1ccc(-c2csc(N3CCC(c4nn[nH]n4)CC3)n2)cc1. The result is 0 (unstable in rat liver microsomes).